This data is from Full USPTO retrosynthesis dataset with 1.9M reactions from patents (1976-2016). The task is: Predict the reactants needed to synthesize the given product. (1) Given the product [OH:19][CH2:18][C:7]1[CH:6]=[C:5]([OH:4])[CH:10]=[C:9]([O:11][C:12]2[CH:17]=[CH:16][CH:15]=[CH:14][CH:13]=2)[CH:8]=1, predict the reactants needed to synthesize it. The reactants are: COC[O:4][C:5]1[CH:6]=[C:7]([CH2:18][OH:19])[CH:8]=[C:9]([O:11][C:12]2[CH:17]=[CH:16][CH:15]=[CH:14][CH:13]=2)[CH:10]=1.Cl. (2) Given the product [NH2:17][C:11]1[N:10]=[C:9]([NH2:18])[C:8]2[C:13](=[CH:14][CH:15]=[CH:16][C:7]=2[N:1]2[CH2:6][CH2:5][N:4]([C:29]([C:20]3[CH:21]=[CH:22][C:23]4[C:28](=[CH:27][CH:26]=[CH:25][CH:24]=4)[CH:19]=3)=[O:30])[CH2:3][CH2:2]2)[N:12]=1, predict the reactants needed to synthesize it. The reactants are: [N:1]1([C:7]2[CH:16]=[CH:15][CH:14]=[C:13]3[C:8]=2[C:9]([NH2:18])=[N:10][C:11]([NH2:17])=[N:12]3)[CH2:6][CH2:5][NH:4][CH2:3][CH2:2]1.[CH:19]1[C:28]2[C:23](=[CH:24][CH:25]=[CH:26][CH:27]=2)[CH:22]=[CH:21][C:20]=1[C:29](Cl)=[O:30]. (3) Given the product [F:14][C:12]1([F:15])[O:11][C:10]2[CH:16]=[CH:17][C:7]([NH:6][C:4]([C:3]3[CH:18]=[C:19]([F:23])[C:20]([F:22])=[CH:21][C:2]=3[NH:1][CH2:53][C:54]3[CH:59]=[CH:58][N:57]=[C:56]([C:60]([NH:62][CH3:63])=[O:61])[CH:55]=3)=[O:5])=[CH:8][C:9]=2[O:13]1, predict the reactants needed to synthesize it. The reactants are: [NH2:1][C:2]1[CH:21]=[C:20]([F:22])[C:19]([F:23])=[CH:18][C:3]=1[C:4]([NH:6][C:7]1[CH:17]=[CH:16][C:10]2[O:11][C:12]([F:15])([F:14])[O:13][C:9]=2[CH:8]=1)=[O:5].NC1C=CC=CC=1C(NC1C=CC2OC(F)(F)C(F)(F)OC=2C=1)=O.CS(O[CH2:53][C:54]1[CH:59]=[CH:58][N:57]=[C:56]([C:60]([NH:62][CH3:63])=[O:61])[CH:55]=1)(=O)=O. (4) Given the product [F:31][C:29]1[CH:28]=[CH:27][C:25]2[N:26]=[C:22]([NH:21][C:18]3[CH:19]=[CH:20][C:15]([C:12]4[CH:11]=[C:10]([C:8]([NH:7][C@@H:4]([CH2:5][OH:6])[C:3]([OH:32])=[O:2])=[O:9])[O:14][N:13]=4)=[CH:16][CH:17]=3)[S:23][C:24]=2[CH:30]=1, predict the reactants needed to synthesize it. The reactants are: C[O:2][C:3](=[O:32])[C@@H:4]([NH:7][C:8]([C:10]1[O:14][N:13]=[C:12]([C:15]2[CH:20]=[CH:19][C:18]([NH:21][C:22]3[S:23][C:24]4[CH:30]=[C:29]([F:31])[CH:28]=[CH:27][C:25]=4[N:26]=3)=[CH:17][CH:16]=2)[CH:11]=1)=[O:9])[CH2:5][OH:6].